Predict the reactants needed to synthesize the given product. From a dataset of Full USPTO retrosynthesis dataset with 1.9M reactions from patents (1976-2016). (1) Given the product [O:15]1[CH2:16][CH2:17][CH2:18][O:13][CH:14]1[C:19]1[CH:24]=[CH:23][C:22]([C:25]2[S:26][C:27]3[CH:32]=[C:31]([C:33]4([C:35]5[CH:36]=[CH:37][CH:38]=[CH:39][CH:40]=5)[CH2:1][CH2:34]4)[N:30]=[CH:29][C:28]=3[N:41]=2)=[C:21]([F:42])[CH:20]=1, predict the reactants needed to synthesize it. The reactants are: [CH3:1]C(C)([O-])C.[K+].[I-].C[S+](C)(C)=O.[O:13]1[CH2:18][CH2:17][CH2:16][O:15][CH:14]1[C:19]1[CH:24]=[CH:23][C:22]([C:25]2[S:26][C:27]3[CH:32]=[C:31]([C:33]([C:35]4[CH:40]=[CH:39][CH:38]=[CH:37][CH:36]=4)=[CH2:34])[N:30]=[CH:29][C:28]=3[N:41]=2)=[C:21]([F:42])[CH:20]=1. (2) Given the product [CH:1]1([N:4]([CH:14]2[CH2:19][CH2:18][N:17]([CH2:28][C:29]3[CH:38]=[CH:37][C:36]4[C:31](=[CH:32][CH:33]=[CH:34][CH:35]=4)[CH:30]=3)[CH2:16][CH2:15]2)[S:5]([C:8]2[CH:13]=[CH:12][CH:11]=[CH:10][CH:9]=2)(=[O:6])=[O:7])[CH2:3][CH2:2]1, predict the reactants needed to synthesize it. The reactants are: [CH:1]1([N:4]([CH:14]2[CH2:19][CH2:18][NH:17][CH2:16][CH2:15]2)[S:5]([C:8]2[CH:13]=[CH:12][CH:11]=[CH:10][CH:9]=2)(=[O:7])=[O:6])[CH2:3][CH2:2]1.C(N(CC)CC)C.Br[CH2:28][C:29]1[CH:38]=[CH:37][C:36]2[C:31](=[CH:32][CH:33]=[CH:34][CH:35]=2)[CH:30]=1. (3) Given the product [C:1]([O:5][C:6]([N:8]1[CH2:9][CH2:10][N:11]([C:14]2[N:22]=[CH:21][N:20]=[C:19]3[C:15]=2[N:16]([CH2:35][C:36]#[C:37][CH3:38])[C:17](=[O:27])[N:18]3[CH2:23][CH2:24][C:25]#[N:26])[CH2:12][CH2:13]1)=[O:7])([CH3:4])([CH3:2])[CH3:3], predict the reactants needed to synthesize it. The reactants are: [C:1]([O:5][C:6]([N:8]1[CH2:13][CH2:12][N:11]([C:14]2[N:22]=[CH:21][N:20]=[C:19]3[C:15]=2[NH:16][C:17](=[O:27])[N:18]3[CH2:23][CH2:24][C:25]#[N:26])[CH2:10][CH2:9]1)=[O:7])([CH3:4])([CH3:3])[CH3:2].C(=O)([O-])[O-].[K+].[K+].Br[CH2:35][C:36]#[C:37][CH3:38].Cl. (4) Given the product [CH2:42]([O:41][C:39](=[O:40])[CH2:38][O:30][C:24]1[CH:25]=[CH:26][C:27]([F:29])=[CH:28][C:23]=1[CH:12]1[C:13]2[C:18](=[CH:17][C:16]([F:22])=[CH:15][CH:14]=2)[CH2:19][CH2:20][NH:11]1)[CH3:43], predict the reactants needed to synthesize it. The reactants are: C(OC([N:11]1[CH2:20][CH2:19][C:18]2[C:13](=[CH:14][CH:15]=[C:16]([F:22])[C:17]=2Br)[CH:12]1[C:23]1[CH:28]=[C:27]([F:29])[CH:26]=[CH:25][C:24]=1[OH:30])=O)C1C=CC=CC=1.C([O-])([O-])=O.[Cs+].[Cs+].Br[CH2:38][C:39]([O:41][CH2:42][CH3:43])=[O:40]. (5) Given the product [CH2:6]([O:5][C:1]([NH:2][N:3]=[CH:19][CH:13]1[CH2:18][CH2:17][CH2:16][CH2:15][CH2:14]1)=[O:4])[C:7]1[CH:12]=[CH:11][CH:10]=[CH:9][CH:8]=1, predict the reactants needed to synthesize it. The reactants are: [C:1]([O:5][CH2:6][C:7]1[CH:12]=[CH:11][CH:10]=[CH:9][CH:8]=1)(=[O:4])[NH:2][NH2:3].[CH:13]1([CH:19]=O)[CH2:18][CH2:17][CH2:16][CH2:15][CH2:14]1.C(O)(=O)C.